This data is from NCI-60 drug combinations with 297,098 pairs across 59 cell lines. The task is: Regression. Given two drug SMILES strings and cell line genomic features, predict the synergy score measuring deviation from expected non-interaction effect. (1) Drug 1: CCCS(=O)(=O)NC1=C(C(=C(C=C1)F)C(=O)C2=CNC3=C2C=C(C=N3)C4=CC=C(C=C4)Cl)F. Drug 2: C1=CC(=CC=C1C#N)C(C2=CC=C(C=C2)C#N)N3C=NC=N3. Cell line: A549. Synergy scores: CSS=3.13, Synergy_ZIP=0.516, Synergy_Bliss=-0.223, Synergy_Loewe=-3.69, Synergy_HSA=-2.68. (2) Drug 1: CC12CCC(CC1=CCC3C2CCC4(C3CC=C4C5=CN=CC=C5)C)O. Drug 2: C(CC(=O)O)C(=O)CN.Cl. Cell line: HT29. Synergy scores: CSS=6.31, Synergy_ZIP=-2.96, Synergy_Bliss=-4.54, Synergy_Loewe=-6.55, Synergy_HSA=-5.12. (3) Drug 2: CCC1=C2CN3C(=CC4=C(C3=O)COC(=O)C4(CC)O)C2=NC5=C1C=C(C=C5)O. Synergy scores: CSS=40.0, Synergy_ZIP=-1.11, Synergy_Bliss=-1.61, Synergy_Loewe=-36.0, Synergy_HSA=1.75. Drug 1: C1CC(=O)NC(=O)C1N2CC3=C(C2=O)C=CC=C3N. Cell line: SN12C. (4) Drug 1: CC12CCC(CC1=CCC3C2CCC4(C3CC=C4C5=CN=CC=C5)C)O. Drug 2: CC1=CC2C(CCC3(C2CCC3(C(=O)C)OC(=O)C)C)C4(C1=CC(=O)CC4)C. Cell line: IGROV1. Synergy scores: CSS=1.80, Synergy_ZIP=-0.675, Synergy_Bliss=3.90, Synergy_Loewe=-1.62, Synergy_HSA=2.38. (5) Drug 1: CN1CCC(CC1)COC2=C(C=C3C(=C2)N=CN=C3NC4=C(C=C(C=C4)Br)F)OC. Drug 2: C1=C(C(=O)NC(=O)N1)N(CCCl)CCCl. Cell line: SR. Synergy scores: CSS=34.1, Synergy_ZIP=4.46, Synergy_Bliss=1.94, Synergy_Loewe=-3.79, Synergy_HSA=2.00.